The task is: Predict which catalyst facilitates the given reaction.. This data is from Catalyst prediction with 721,799 reactions and 888 catalyst types from USPTO. (1) Reactant: [C:1]([NH:5][C:6]([C:8]1[C:16]2[C:11](=[N:12][CH:13]=[C:14]([C:17]3[C:25]4[C:20](=[CH:21][CH:22]=[C:23]([O:26][CH:27]([F:29])[F:28])[CH:24]=4)[NH:19][N:18]=3)[N:15]=2)[N:10]([CH2:30][O:31][CH2:32][CH2:33][Si:34]([CH3:37])([CH3:36])[CH3:35])[CH:9]=1)=[O:7])([CH3:4])([CH3:3])[CH3:2].Cl[CH2:39][CH2:40][CH2:41][N:42]1[CH2:45][CH:44]([OH:46])[CH2:43]1.C([O-])([O-])=O.[Cs+].[Cs+]. Product: [C:1]([NH:5][C:6]([C:8]1[C:16]2[C:11](=[N:12][CH:13]=[C:14]([C:17]3[C:25]4[C:20](=[CH:21][CH:22]=[C:23]([O:26][CH:27]([F:28])[F:29])[CH:24]=4)[N:19]([CH2:39][CH2:40][CH2:41][N:42]4[CH2:45][CH:44]([OH:46])[CH2:43]4)[N:18]=3)[N:15]=2)[N:10]([CH2:30][O:31][CH2:32][CH2:33][Si:34]([CH3:37])([CH3:36])[CH3:35])[CH:9]=1)=[O:7])([CH3:4])([CH3:3])[CH3:2]. The catalyst class is: 174. (2) Reactant: [Cl:1][C:2]1[CH:3]=[C:4]([C:8]2[N:9]=[C:10]([N:16]3[C:20]4[CH:21]=[C:22]([CH2:25][N:26]5[CH2:31][CH2:30][N:29]([CH3:32])[CH2:28][CH2:27]5)[CH:23]=[CH:24][C:19]=4[N:18]=[CH:17]3)[S:11][C:12]=2[C:13](O)=[O:14])[CH:5]=[CH:6][CH:7]=1.C[N:34](C(N(C)C)=[N+]1C2C(=NC=CC=2)N=N1)C.F[P-](F)(F)(F)(F)F.[Cl-].[NH4+].C(N(C(C)C)CC)(C)C. The catalyst class is: 9. Product: [Cl:1][C:2]1[CH:3]=[C:4]([C:8]2[N:9]=[C:10]([N:16]3[C:20]4[CH:21]=[C:22]([CH2:25][N:26]5[CH2:31][CH2:30][N:29]([CH3:32])[CH2:28][CH2:27]5)[CH:23]=[CH:24][C:19]=4[N:18]=[CH:17]3)[S:11][C:12]=2[C:13]([NH2:34])=[O:14])[CH:5]=[CH:6][CH:7]=1.